This data is from Forward reaction prediction with 1.9M reactions from USPTO patents (1976-2016). The task is: Predict the product of the given reaction. (1) Given the reactants [Cl:1][C:2]1[C:3]2[S:10][CH:9]=[C:8]([C:11]([OH:13])=O)[C:4]=2[N:5]=[CH:6][N:7]=1.C(Cl)(=O)C(Cl)=O.CN(C=O)C.[NH2:25][C:26]1[C:27]([Cl:40])=[C:28]([NH:33][S:34]([CH2:37][CH2:38][CH3:39])(=[O:36])=[O:35])[CH:29]=[CH:30][C:31]=1[Cl:32].N1C=CC=CC=1, predict the reaction product. The product is: [Cl:1][C:2]1[C:3]2[S:10][CH:9]=[C:8]([C:11]([NH:25][C:26]3[C:31]([Cl:32])=[CH:30][CH:29]=[C:28]([NH:33][S:34]([CH2:37][CH2:38][CH3:39])(=[O:36])=[O:35])[C:27]=3[Cl:40])=[O:13])[C:4]=2[N:5]=[CH:6][N:7]=1. (2) The product is: [OH:45][C:41]1[CH:40]=[C:39]([N:38]([CH:35]2[CH2:34][CH2:33][N:32]([CH2:24][CH2:25][C:26]3[CH:27]=[CH:28][CH:29]=[CH:30][CH:31]=3)[CH2:37][CH2:36]2)[C:12](=[O:15])[CH2:11][CH3:10])[CH:44]=[CH:43][CH:42]=1. Given the reactants C(N1CC[C:12](=[O:15])[CH2:11][CH2:10]1)CC1C=CC=CC=1.NC1C=C(O)C=CC=1.[CH2:24]([N:32]1[CH2:37][CH2:36][CH:35]([NH:38][C:39]2[CH:40]=[C:41]([OH:45])[CH:42]=[CH:43][CH:44]=2)[CH2:34][CH2:33]1)[CH2:25][C:26]1[CH:31]=[CH:30][CH:29]=[CH:28][CH:27]=1.C(OC(=O)CC)(=O)CC.CN(C1C=CC=CN=1)C, predict the reaction product. (3) Given the reactants C(OC(=O)[NH:7][CH:8]1[CH2:13][CH2:12][CH:11]([NH:14][C:15]2[C:16]3[N:17]([C:21]([C:24]4[CH:29]=[CH:28][CH:27]=[C:26]([NH:30][CH:31]([C:42]5[CH:47]=[CH:46][CH:45]=[CH:44][CH:43]=5)[CH2:32][CH2:33][NH:34]C(OC(C)(C)C)=O)[N:25]=4)=[CH:22][N:23]=3)[CH:18]=[CH:19][N:20]=2)[CH2:10][CH2:9]1)(C)(C)C, predict the reaction product. The product is: [NH2:34][CH2:33][CH2:32][CH:31]([NH:30][C:26]1[N:25]=[C:24]([C:21]2[N:17]3[CH:18]=[CH:19][N:20]=[C:15]([NH:14][CH:11]4[CH2:12][CH2:13][CH:8]([NH2:7])[CH2:9][CH2:10]4)[C:16]3=[N:23][CH:22]=2)[CH:29]=[CH:28][CH:27]=1)[C:42]1[CH:43]=[CH:44][CH:45]=[CH:46][CH:47]=1. (4) Given the reactants [O:1]1[C:5]2([CH2:10][CH2:9][N:8]([C:11]3[CH:19]=[CH:18][C:14]([C:15](O)=[O:16])=[CH:13][CH:12]=3)[CH2:7][CH2:6]2)[O:4][CH2:3][CH2:2]1.[CH2:20]([NH:24][CH2:25][C:26]#[N:27])[CH2:21][CH2:22][CH3:23], predict the reaction product. The product is: [CH2:20]([N:24]([CH2:25][C:26]#[N:27])[C:15](=[O:16])[C:14]1[CH:18]=[CH:19][C:11]([N:8]2[CH2:9][CH2:10][C:5]3([O:4][CH2:3][CH2:2][O:1]3)[CH2:6][CH2:7]2)=[CH:12][CH:13]=1)[CH2:21][CH2:22][CH3:23]. (5) Given the reactants [N:1]1[C:6]2[CH:7]=[C:8]3[C:14](=[O:15])[N:13]4[CH2:16][CH2:17][CH2:18][CH:12]4[O:11][C:9]3=[CH:10][C:5]=2[C:4](=[O:19])[NH:3][N:2]=1.C1CCN2C(=NCCC2)CC1.[F:31][C:32]1[CH:33]=[C:34]([CH:37]=[CH:38][CH:39]=1)[CH2:35]Br, predict the reaction product. The product is: [F:31][C:32]1[CH:33]=[C:34]([CH:37]=[CH:38][CH:39]=1)[CH2:35][N:3]1[C:4](=[O:19])[C:5]2[CH:10]=[C:9]3[O:11][CH:12]4[CH2:18][CH2:17][CH2:16][N:13]4[C:14](=[O:15])[C:8]3=[CH:7][C:6]=2[N:1]=[N:2]1.